Dataset: Forward reaction prediction with 1.9M reactions from USPTO patents (1976-2016). Task: Predict the product of the given reaction. (1) Given the reactants [C:1]([O:7][C:8]1[CH:13]=[CH:12][C:11]([C:14]2[CH:19]=[C:18]([O:20][CH3:21])[CH:17]=[CH:16][C:15]=2[F:22])=[C:10]([C:23]([NH:25][NH:26][C:27](=O)[C:28]([CH3:31])([CH3:30])[CH3:29])=O)[CH:9]=1)(=[O:6])[C:2]([CH3:5])([CH3:4])[CH3:3].COC1C=CC(P2(SP(C3C=CC(OC)=CC=3)(=S)S2)=[S:42])=CC=1, predict the reaction product. The product is: [C:1]([O:7][C:8]1[CH:13]=[CH:12][C:11]([C:14]2[CH:19]=[C:18]([O:20][CH3:21])[CH:17]=[CH:16][C:15]=2[F:22])=[C:10]([C:23]2[S:42][C:27]([C:28]([CH3:31])([CH3:30])[CH3:29])=[N:26][N:25]=2)[CH:9]=1)(=[O:6])[C:2]([CH3:5])([CH3:4])[CH3:3]. (2) Given the reactants C([Si](C)(C)[O:6][C:7]1[C:12]([CH3:13])=[CH:11][C:10]([C:14]2([C:24]3[CH:29]=[C:28]([CH3:30])[C:27]([O:31][Si](C(C)(C)C)(C)C)=[C:26]([CH3:39])[CH:25]=3)[C:22]3[C:17](=[CH:18][CH:19]=[CH:20][CH:21]=3)[NH:16][C:15]2=[O:23])=[CH:9][C:8]=1[CH3:40])(C)(C)C.[C:43]1(B(O)O)[CH:48]=[CH:47][CH:46]=[CH:45][CH:44]=1.C(N(CC)CC)C, predict the reaction product. The product is: [OH:31][C:27]1[C:28]([CH3:30])=[CH:29][C:24]([C:14]2([C:10]3[CH:9]=[C:8]([CH3:40])[C:7]([OH:6])=[C:12]([CH3:13])[CH:11]=3)[C:22]3[C:17](=[CH:18][CH:19]=[CH:20][CH:21]=3)[N:16]([C:43]3[CH:48]=[CH:47][CH:46]=[CH:45][CH:44]=3)[C:15]2=[O:23])=[CH:25][C:26]=1[CH3:39]. (3) Given the reactants [Br:1][C:2]1[N:7]=[C:6]([NH:8][C:9](=[O:15])[O:10][C:11]([CH3:14])([CH3:13])[CH3:12])[CH:5]=[CH:4][C:3]=1[Cl:16].[H-].[Na+].[CH3:19][O:20][C:21]1([CH2:27]OS(C2C=CC(C)=CC=2)(=O)=O)[CH2:26][CH2:25][O:24][CH2:23][CH2:22]1, predict the reaction product. The product is: [C:11]([O:10][C:9](=[O:15])[N:8]([C:6]1[CH:5]=[CH:4][C:3]([Cl:16])=[C:2]([Br:1])[N:7]=1)[CH2:27][C:21]1([O:20][CH3:19])[CH2:26][CH2:25][O:24][CH2:23][CH2:22]1)([CH3:13])([CH3:12])[CH3:14]. (4) Given the reactants C(OC([N:8]1[CH2:13][CH2:12][CH:11]([C:14]2[CH:19]=[CH:18][C:17]([O:20][C:21]([F:24])([F:23])[F:22])=[CH:16][CH:15]=2)[CH2:10][CH2:9]1)=O)(C)(C)C.Cl.CO, predict the reaction product. The product is: [F:24][C:21]([F:22])([F:23])[O:20][C:17]1[CH:18]=[CH:19][C:14]([CH:11]2[CH2:12][CH2:13][NH:8][CH2:9][CH2:10]2)=[CH:15][CH:16]=1. (5) Given the reactants Br[CH2:2][C:3]1[CH:10]=[CH:9][C:6]([C:7]#[N:8])=[CH:5][CH:4]=1.[CH3:11][C:12]([O:15][C:16]([N:18]1[CH2:24][CH2:23][C:22]2[CH:25]=[CH:26][C:27](B(O)O)=[CH:28][C:21]=2[CH2:20][CH2:19]1)=[O:17])([CH3:14])[CH3:13].C(O)C, predict the reaction product. The product is: [C:7]([C:6]1[CH:9]=[CH:10][C:3]([CH2:2][C:26]2[CH:27]=[CH:28][C:21]3[CH2:20][CH2:19][N:18]([C:16]([O:15][C:12]([CH3:11])([CH3:13])[CH3:14])=[O:17])[CH2:24][CH2:23][C:22]=3[CH:25]=2)=[CH:4][CH:5]=1)#[N:8]. (6) Given the reactants [Cl:1][C:2]1[CH:3]=[C:4]([C:9]23[CH2:14][CH:13]2[C:12](=O)[NH:11][C:10]3=[O:16])[CH:5]=[CH:6][C:7]=1[Cl:8].COCCO[AlH2-]OCCOC.[Na+], predict the reaction product. The product is: [Cl:1][C:2]1[CH:3]=[C:4]([C:9]23[CH2:14][CH:13]2[CH2:12][NH:11][C:10]3=[O:16])[CH:5]=[CH:6][C:7]=1[Cl:8].